This data is from Experimentally validated miRNA-target interactions with 360,000+ pairs, plus equal number of negative samples. The task is: Binary Classification. Given a miRNA mature sequence and a target amino acid sequence, predict their likelihood of interaction. (1) The miRNA is hsa-miR-4537 with sequence UGAGCCGAGCUGAGCUUAGCUG. The protein sequence of the target gene is MDSLRKMLISVAMLGAGAGVGYALLVIVTPGERRKQEMLKEMPLQDPRSREEAARTQQLLLATLQEAATTQENVAWRKNWMVGGEGGAGGRSP. Result: 1 (interaction). (2) The miRNA is mmu-miR-486b-3p with sequence CGGGGCAGCUCAGUACAGGA. The protein sequence of the target gene is MSYFLSYCKAHGGALLTGYQALRAEGFLCDVTLETEGSEFPAHRSLLACSSDYFRALFKSHTQESRARVIHLHVPSAAGLQRLLDFIYTAWLSLSMDTVEDTLEAASYLQVTEALGLCGRYLERQLAPENCCFAANVAARFGLAHTLDAAERCIVSHLQELLARGAGPAGLLELNPTSLRAVLGAPDVARVPEARLLGLALAWLRQEPTTERLAHCTELLERVRFGLVPADVLRRVYSGSGLVLPARVKGLIIQALNYHTTPSRQPLMQGEQTSIRSPQTRILLVGGRRAREVVIEEVAA.... Result: 0 (no interaction). (3) The miRNA is mmu-miR-1194 with sequence GAAUGAGUAACUGCUAGAUCCU. The protein sequence of the target gene is MAHLKINGLVQIRSTNRSKHTRASQWKEAVIEIVERKQKVNLVVSFKLEERRRVFQLGDNVTGVVVSGELGLYHLDLTLRDDTSLLIDKLSSADVEHLKSFLDSSTPCESQQPMEPMSSQDDLESSDPFCGEHQEAACGSLNTTPESGTPLSRKMPLSMSNTTGGQKRGEKQGRKRKTEPSSSSAEVNKDIPKENTPDQKKKSRRYYSRNRGGKAEKAVTLREQEKRSNWKLEPAFNSKSYGRANLDGTILPIATCSDDRDVSIFGLEIITHNGVQSLPDPYLNQLKREGFPNLGNTCYM.... Result: 1 (interaction). (4) The miRNA is mmu-miR-33-5p with sequence GUGCAUUGUAGUUGCAUUGCA. The protein sequence of the target gene is MSLPSGHTTGHTDQVVQRRARCWDIYQRRFSSRSEPVNPGMHSSSHQQQDGDAAMHGAHMDSPVRYTPYTISPYNRKGSFRKQDQTHVNMEREQKPPERRMEGNMPDGTLGSWFKITVPFGIKYNEKWLLNLIQNECSVPFVPVEFHYENMHASFFVENASIAYALKNVSGKIWDEDNEKISIFVNPAGIPHFVHRELKSEKVEQIKLAMNQQCDVSQEALDIQRLPFYPDMVNRDTKMASNPRKCMAASLDVHEENIPTVMSAGEMDKWKGIEPGEKCADRSPVCTTFSDTSSNINSIL.... Result: 0 (no interaction). (5) Result: 1 (interaction). The miRNA is mmu-miR-466m-3p with sequence UACAUACACACAUACACACGCA. The protein sequence of the target gene is MGAAAWAPPHLLLRASFLLLLLLLPLRGRSAGSWDLAGYLLYCPCMGRFGNQADHFLGSLAFAKLLNRTLAVPPWIEYQHHKPPFTNLHVSYQKYFKLEPLQAYHRVVSLEDFMENLAPSHWPPEKRVAYCFEVAAQRSPDKKTCPMKEGNPFGPFWDQFHVSFNKSELFTGISFSASYKEQWTQRFPAKEHPVLALPGAPAQFPVLEEHRELQKYMVWSDEMVRTGEALISAHLVRPYVGIHLRIGSDWKNACAMLKDGTAGSHFMASPQCVGYSRSTATPLTMTMCLPDLKEIQRAVT.... (6) The miRNA is mmu-miR-669a-3-3p with sequence ACAUAACAUACACACACAUGUAU. The protein sequence of the target gene is MLGSRAVMLLLLLPWTAQGRAVPGGSSPAWTQCQQLSQKLCTLAWSAHPLVGHMDLREEGDEETTNDVPHIQCGDGCDPQGLRDNSQFCLQRIHQGLIFYEKLLGSDIFTGEPSLLPDSPVGQLHASLLGLSQLLQPEGHHWETQQIPSLSPSQPWQRLLLRFKILRSLQAFVAVAARVFAHGAATLSP. Result: 0 (no interaction). (7) The miRNA is mmu-miR-467g with sequence UAUACAUACACACACAUAUAU. The protein sequence of the target gene is MLRSTGFFRAIDCPYWSGAPGGPCRRPYCHFRHRGARGSGAPGDGGEAPPAAGLGYDPYNPELPKPPAQRENGTLGLGEEPRPDVLELELVNQAIEAVRSEVELEQRRYRELLETTREHRSAEAPALAPRGPNASPTVGPDEDAFPLAFDYSPGSHGLLSPDAGYQPTPLAAPAEPGSKYSLASLDRGQGRGGGGGGALEYVPKAVSQPRRHSRPVPSGKYVVDNSRPPTDLEYDPLSNYSARHLSRASSRDERAAKRPRGSRGSEPYTPAPKKLCDPFGSCDARFSDSEDEAATVPGNE.... Result: 0 (no interaction). (8) Result: 0 (no interaction). The protein sequence of the target gene is MGRGAGREYSPAATTAENGGGKKKQKEKELDELKKEVAMDDHKLSLDELGRKYQVDLSKGLTNQRAQDVLARDGPNALTPPPTTPEWVKFCRQLFGGFSILLWIGAILCFLAYGIQAAMEDEPSNDNLYLGVVLAAVVIVTGCFSYYQEAKSSKIMDSFKNMVPQQALVIREGEKMQINAEEVVVGDLVEVKGGDRVPADLRIISSHGCKVDNSSLTGESEPQTRSPEFTHENPLETRNICFFSTNCVEGTARGIVIATGDRTVMGRIATLASGLEVGRTPIAMEIEHFIQLITGVAVFL.... The miRNA is hsa-miR-3650 with sequence AGGUGUGUCUGUAGAGUCC. (9) The miRNA is mmu-miR-1970 with sequence UGUGUCACUGGGGAUAGGCUUUG. The protein sequence of the target gene is MVVQTRFPSWIILCYIWLLGFAHTGEAQAAKEVLLLDSKAQQTELEWISSPPSGWEEISGLDENYTPIRTYQVCQVMEPNQNNWLRTNWISKGNAQRIFVELKFTLRDCNSLPGVLGTCKETFNLYYYETDYDTGRNIRENLYVKIDTIAADESFTQGDLGERKMKLNTEVREIGPLSKKGFYLAFQDVGACIALVSVKVYYKKCWSIVENLAVFPDTVTGSEFSSLVEVRGTCVSSAEEEAENSPRMHCSAEGEWLVPIGKCICKAGYQQKGDTCEPCGRRFYKSSSQDLQCSRCPTHS.... Result: 1 (interaction).